This data is from Catalyst prediction with 721,799 reactions and 888 catalyst types from USPTO. The task is: Predict which catalyst facilitates the given reaction. Reactant: [Cl:1][C:2]1[CH:28]=[CH:27][C:5]([N:6]([CH2:16][C:17]2[CH:22]=[CH:21][C:20]([O:23][CH3:24])=[CH:19][C:18]=2[O:25][CH3:26])[C:7](=[O:15])/[CH:8]=[CH:9]/[C:10]([O:12][CH2:13][CH3:14])=[O:11])=[C:4]([CH:29]([C:31]2[CH:36]=[CH:35][CH:34]=[C:33]([O:37][CH3:38])[C:32]=2[Cl:39])[OH:30])[CH:3]=1.C(=O)([O-])[O-].[K+].[K+]. Product: [Cl:1][C:2]1[CH:28]=[CH:27][C:5]2[N:6]([CH2:16][C:17]3[CH:22]=[CH:21][C:20]([O:23][CH3:24])=[CH:19][C:18]=3[O:25][CH3:26])[C:7](=[O:15])[C@@H:8]([CH2:9][C:10]([O:12][CH2:13][CH3:14])=[O:11])[O:30][C@H:29]([C:31]3[CH:36]=[CH:35][CH:34]=[C:33]([O:37][CH3:38])[C:32]=3[Cl:39])[C:4]=2[CH:3]=1. The catalyst class is: 8.